From a dataset of Peptide-MHC class I binding affinity with 185,985 pairs from IEDB/IMGT. Regression. Given a peptide amino acid sequence and an MHC pseudo amino acid sequence, predict their binding affinity value. This is MHC class I binding data. (1) The peptide sequence is FSFGDYFKH. The MHC is HLA-A03:01 with pseudo-sequence HLA-A03:01. The binding affinity (normalized) is 0.0847. (2) The peptide sequence is YEEAGRGSM. The MHC is HLA-B14:02 with pseudo-sequence HLA-B14:02. The binding affinity (normalized) is 0.213. (3) The peptide sequence is KSGAIKVLK. The MHC is HLA-A03:01 with pseudo-sequence HLA-A03:01. The binding affinity (normalized) is 0.570. (4) The peptide sequence is RQDILDLWIY. The MHC is HLA-B57:01 with pseudo-sequence HLA-B57:01. The binding affinity (normalized) is 0.